From a dataset of Catalyst prediction with 721,799 reactions and 888 catalyst types from USPTO. Predict which catalyst facilitates the given reaction. (1) Reactant: [F:1][C:2]1[C:3]([NH:21][C:22]2[CH:27]=[CH:26][C:25]([I:28])=[CH:24][C:23]=2[F:29])=[C:4]([C:9]([N:11]2[CH2:14][C:13]([C:16]([CH3:20])([CH3:19])[CH2:17][OH:18])([OH:15])[CH2:12]2)=[O:10])[CH:5]=[CH:6][C:7]=1[F:8].CC(OI1(OC(C)=O)(OC(C)=O)OC(=O)C2C=CC=CC1=2)=O.S([O-])([O-])(=O)=S.[Na+].[Na+].C(=O)(O)[O-].[Na+]. The catalyst class is: 4. Product: [F:1][C:2]1[C:3]([NH:21][C:22]2[CH:27]=[CH:26][C:25]([I:28])=[CH:24][C:23]=2[F:29])=[C:4]([C:9]([N:11]2[CH2:12][C:13]([C:16]([CH3:20])([CH3:19])[CH:17]=[O:18])([OH:15])[CH2:14]2)=[O:10])[CH:5]=[CH:6][C:7]=1[F:8]. (2) Reactant: [NH2:1][C:2]1[CH:24]=[CH:23][C:5]([CH2:6][C:7]2[C:15]3[C:10](=[CH:11][CH:12]=[CH:13][CH:14]=3)[N:9]([CH2:16][C:17]([O:19][CH2:20][CH3:21])=[O:18])[C:8]=2[CH3:22])=[CH:4][CH:3]=1.C(N(CC)CC)C.[Cl:32][C:33]1[CH:34]=[C:35]([CH:39]=[CH:40][C:41]=1[Cl:42])[C:36](Cl)=[O:37]. Product: [Cl:32][C:33]1[CH:34]=[C:35]([CH:39]=[CH:40][C:41]=1[Cl:42])[C:36]([NH:1][C:2]1[CH:3]=[CH:4][C:5]([CH2:6][C:7]2[C:15]3[C:10](=[CH:11][CH:12]=[CH:13][CH:14]=3)[N:9]([CH2:16][C:17]([O:19][CH2:20][CH3:21])=[O:18])[C:8]=2[CH3:22])=[CH:23][CH:24]=1)=[O:37]. The catalyst class is: 4. (3) Reactant: C(OC(=O)[NH:7][CH:8]1[CH2:13][CH2:12][N:11]([C:14]2[C:23]3[C:18](=[CH:19][C:20]([CH3:24])=[CH:21][CH:22]=3)[N:17]=[C:16]([C:25]3[CH:30]=[CH:29][CH:28]=[CH:27][C:26]=3[OH:31])[N:15]=2)[CH2:10][CH2:9]1)(C)(C)C.FC(F)(F)C(O)=O. Product: [NH2:7][CH:8]1[CH2:13][CH2:12][N:11]([C:14]2[C:23]3[C:18](=[CH:19][C:20]([CH3:24])=[CH:21][CH:22]=3)[N:17]=[C:16]([C:25]3[CH:30]=[CH:29][CH:28]=[CH:27][C:26]=3[OH:31])[N:15]=2)[CH2:10][CH2:9]1. The catalyst class is: 4. (4) Reactant: [Cl:1][C:2]1[CH:24]=[CH:23][CH:22]=[C:21]([Cl:25])[C:3]=1[CH2:4][O:5][C:6]1[CH:7]=[C:8]([C:12](=[O:20])[CH2:13][CH2:14][C:15]([O:17]CC)=[O:16])[CH:9]=[CH:10][CH:11]=1.[OH-].[Na+]. Product: [Cl:1][C:2]1[CH:24]=[CH:23][CH:22]=[C:21]([Cl:25])[C:3]=1[CH2:4][O:5][C:6]1[CH:7]=[C:8]([C:12](=[O:20])[CH2:13][CH2:14][C:15]([OH:17])=[O:16])[CH:9]=[CH:10][CH:11]=1. The catalyst class is: 8.